From a dataset of Forward reaction prediction with 1.9M reactions from USPTO patents (1976-2016). Predict the product of the given reaction. (1) The product is: [C:18]([C:16]1[CH:15]=[C:11]([C:12](=[O:13])[NH2:14])[C:10]([O:22][CH3:23])=[C:9]([NH:8][C:31](=[O:30])[NH:32][C:33]2[C:42]3[C:37](=[CH:38][CH:39]=[CH:40][CH:41]=3)[C:36]([O:43][C:44]3[CH:49]=[CH:48][N:47]=[C:46]([NH:50][C:51]4[CH:56]=[C:55]([CH:54]=[C:53]([O:68][CH3:69])[CH:52]=4)[C:57]([NH:58][CH2:59][CH2:60][N:61]4[CH2:62][CH2:63][O:64][CH2:65][CH2:66]4)=[O:67])[CH:45]=3)=[CH:35][CH:34]=2)[CH:17]=1)([CH3:20])([CH3:19])[CH3:21]. Given the reactants C(N(CC)CC)C.[NH2:8][C:9]1[C:10]([O:22][CH3:23])=[C:11]([CH:15]=[C:16]([C:18]([CH3:21])([CH3:20])[CH3:19])[CH:17]=1)[C:12]([NH2:14])=[O:13].C1([O:30][C:31](=O)[NH:32][C:33]2[C:42]3[C:37](=[CH:38][CH:39]=[CH:40][CH:41]=3)[C:36]([O:43][C:44]3[CH:49]=[CH:48][N:47]=[C:46]([NH:50][C:51]4[CH:56]=[C:55]([C:57](=[O:67])[NH:58][CH2:59][CH2:60][N:61]5[CH2:66][CH2:65][O:64][CH2:63][CH2:62]5)[CH:54]=[C:53]([O:68][CH3:69])[CH:52]=4)[CH:45]=3)=[CH:35][CH:34]=2)C=CC=CC=1.CN(C=O)C, predict the reaction product. (2) Given the reactants [C:1]12([CH2:8][N:9]3[CH2:13][CH2:12][C@@H:11]([NH:14]C(=O)OC(C)(C)C)[CH2:10]3)[O:7][CH:4]([CH2:5][CH2:6]1)[CH2:3][CH2:2]2.[ClH:22].CCOC(C)=O, predict the reaction product. The product is: [ClH:22].[ClH:22].[C:1]12([CH2:8][N:9]3[CH2:13][CH2:12][C@@H:11]([NH2:14])[CH2:10]3)[O:7][CH:4]([CH2:5][CH2:6]1)[CH2:3][CH2:2]2. (3) Given the reactants [NH:1]1[C:9]2[C:4](=[CH:5][C:6]([C:10]3[C:19]([N:20]4[CH2:25][CH2:24][CH2:23][CH2:22][CH2:21]4)=[N:18][C:17]4[C:12](=[CH:13][CH:14]=[C:15]([C:26]([O:28]C)=[O:27])[CH:16]=4)[N:11]=3)=[CH:7][CH:8]=2)[CH:3]=[CH:2]1.[OH-].[Na+].O, predict the reaction product. The product is: [NH:1]1[C:9]2[C:4](=[CH:5][C:6]([C:10]3[C:19]([N:20]4[CH2:21][CH2:22][CH2:23][CH2:24][CH2:25]4)=[N:18][C:17]4[C:12](=[CH:13][CH:14]=[C:15]([C:26]([OH:28])=[O:27])[CH:16]=4)[N:11]=3)=[CH:7][CH:8]=2)[CH:3]=[CH:2]1.